Dataset: Peptide-MHC class II binding affinity with 134,281 pairs from IEDB. Task: Regression. Given a peptide amino acid sequence and an MHC pseudo amino acid sequence, predict their binding affinity value. This is MHC class II binding data. (1) The peptide sequence is GWGNGCGLFGKGSIV. The MHC is DRB1_0404 with pseudo-sequence DRB1_0404. The binding affinity (normalized) is 0. (2) The peptide sequence is LPADLMIRIIAQGPK. The MHC is HLA-DPA10301-DPB10402 with pseudo-sequence HLA-DPA10301-DPB10402. The binding affinity (normalized) is 0.387. (3) The peptide sequence is AFKVAADAANAAPAN. The MHC is DRB1_0802 with pseudo-sequence DRB1_0802. The binding affinity (normalized) is 0.615.